From a dataset of Peptide-MHC class II binding affinity with 134,281 pairs from IEDB. Regression. Given a peptide amino acid sequence and an MHC pseudo amino acid sequence, predict their binding affinity value. This is MHC class II binding data. (1) The peptide sequence is AFKVAATAANAAPAL. The MHC is HLA-DPA10201-DPB11401 with pseudo-sequence HLA-DPA10201-DPB11401. The binding affinity (normalized) is 0.845. (2) The peptide sequence is AAFKIAATAANSAPA. The MHC is DRB1_0802 with pseudo-sequence DRB1_0802. The binding affinity (normalized) is 0.951. (3) The peptide sequence is ALKESWGAIWRIDTP. The MHC is DRB1_1101 with pseudo-sequence DRB1_1101. The binding affinity (normalized) is 0.485. (4) The peptide sequence is YDKFLANVDTVLTGK. The MHC is DRB1_0401 with pseudo-sequence DRB1_0401. The binding affinity (normalized) is 0.556.